From a dataset of Forward reaction prediction with 1.9M reactions from USPTO patents (1976-2016). Predict the product of the given reaction. (1) Given the reactants [CH:1]([NH:4][C:5]1[N:10]=[C:9]([NH:11][C:12]2[CH:17]=[CH:16][N:15]=[CH:14][CH:13]=2)[N:8]=[C:7]([C:18]2[CH:23]=[CH:22][CH:21]=[C:20]([O:24]C)[CH:19]=2)[N:6]=1)([CH3:3])[CH3:2].B(Br)(Br)Br.O.C([O-])(O)=O.[Na+], predict the reaction product. The product is: [CH:1]([NH:4][C:5]1[N:10]=[C:9]([NH:11][C:12]2[CH:13]=[CH:14][N:15]=[CH:16][CH:17]=2)[N:8]=[C:7]([C:18]2[CH:19]=[C:20]([OH:24])[CH:21]=[CH:22][CH:23]=2)[N:6]=1)([CH3:3])[CH3:2]. (2) Given the reactants C1C2C(COC(=O)[NH:17][CH:18]3[CH:26]4[C:27](=[O:46])[CH2:28][CH:29]([C:31](=[O:45])[NH:32][CH:33]([C:35]5[CH:44]=[CH:43][C:42]6[C:37](=[CH:38][CH:39]=[CH:40][CH:41]=6)[CH:36]=5)[CH3:34])[CH2:30][N:24]5[C:25]4=[C:21]([CH:22]=[CH:23]5)[CH2:20][CH2:19]3)C3C(=CC=CC=3)C=2C=CC=1.C(NCC)C, predict the reaction product. The product is: [CH:36]1[C:37]2[C:42](=[CH:41][CH:40]=[CH:39][CH:38]=2)[CH:43]=[CH:44][C:35]=1[CH:33]([NH:32][C:31]([CH:29]1[CH2:30][N:24]2[C:25]3[CH:26]([CH:18]([NH2:17])[CH2:19][CH2:20][C:21]=3[CH:22]=[CH:23]2)[C:27](=[O:46])[CH2:28]1)=[O:45])[CH3:34]. (3) Given the reactants C(=O)([O-])[O-].[K+].[K+].[CH2:7](Br)[C:8]1[CH:13]=[CH:12][CH:11]=[CH:10][CH:9]=1.[Br:15][C:16]1[CH:17]=[C:18]([CH2:23][C:24]([CH3:26])=[O:25])[CH:19]=[CH:20][C:21]=1[OH:22].O, predict the reaction product. The product is: [CH2:7]([O:22][C:21]1[CH:20]=[CH:19][C:18]([CH2:23][C:24]([CH3:26])=[O:25])=[CH:17][C:16]=1[Br:15])[C:8]1[CH:13]=[CH:12][CH:11]=[CH:10][CH:9]=1. (4) Given the reactants [F:1][C:2]1[CH:7]=[CH:6][CH:5]=[C:4]([NH:8][C:9]2[CH:14]=[CH:13][CH:12]=[CH:11][CH:10]=2)[C:3]=1[NH2:15].[C:16](C1NC=CN=1)(C1NC=CN=1)=[O:17], predict the reaction product. The product is: [F:1][C:2]1[C:3]2[NH:15][C:16](=[O:17])[N:8]([C:9]3[CH:14]=[CH:13][CH:12]=[CH:11][CH:10]=3)[C:4]=2[CH:5]=[CH:6][CH:7]=1.